Dataset: Full USPTO retrosynthesis dataset with 1.9M reactions from patents (1976-2016). Task: Predict the reactants needed to synthesize the given product. (1) The reactants are: C(O[C:4](=[C:11]1[C:19]2[C:14](=[CH:15][CH:16]=[C:17]([N+:20]([O-:22])=[O:21])[CH:18]=2)[NH:13][C:12]1=[O:23])[C:5]1[CH:10]=[CH:9][CH:8]=[CH:7][CH:6]=1)C.[CH3:24][N:25]([CH3:36])[CH2:26][CH2:27][CH2:28][C:29]1[CH:35]=[CH:34][C:32]([NH2:33])=[CH:31][CH:30]=1. Given the product [CH3:36][N:25]([CH3:24])[CH2:26][CH2:27][CH2:28][C:29]1[CH:30]=[CH:31][C:32]([NH:33]/[C:4](=[C:11]2\[C:12](=[O:23])[NH:13][C:14]3[C:19]\2=[CH:18][C:17]([N+:20]([O-:22])=[O:21])=[CH:16][CH:15]=3)/[C:5]2[CH:10]=[CH:9][CH:8]=[CH:7][CH:6]=2)=[CH:34][CH:35]=1, predict the reactants needed to synthesize it. (2) The reactants are: [Cl:1][C:2]1[CH:9]=[C:8]([N:10]([CH2:16][C:17]2[CH:22]=[CH:21][CH:20]=[CH:19][C:18]=2[F:23])[C@H:11]2[CH2:15][CH2:14][NH:13][CH2:12]2)[CH:7]=[CH:6][C:3]=1[C:4]#[N:5].[O:24]=[C:25]1[NH:30][C:29](=[O:31])[C:28]([CH:32]=O)=[CH:27][NH:26]1. Given the product [Cl:1][C:2]1[CH:9]=[C:8]([N:10]([C@H:11]2[CH2:15][CH2:14][N:13]([CH2:32][C:28]3[C:29](=[O:31])[NH:30][C:25](=[O:24])[NH:26][CH:27]=3)[CH2:12]2)[CH2:16][C:17]2[CH:22]=[CH:21][CH:20]=[CH:19][C:18]=2[F:23])[CH:7]=[CH:6][C:3]=1[C:4]#[N:5], predict the reactants needed to synthesize it. (3) Given the product [CH:23]1([N:8]2[CH2:9][CH2:10][C:4]3=[CH:3][N:2]([C:11]4[CH:12]=[CH:13][C:14]([N:17]5[CH2:21][CH2:20][CH2:19][C:18]5=[O:22])=[CH:15][CH:16]=4)[N:1]=[C:5]3[CH2:6][CH2:7]2)[CH2:27][CH2:26][CH2:25][CH2:24]1, predict the reactants needed to synthesize it. The reactants are: [N:1]1[N:2]([C:11]2[CH:16]=[CH:15][C:14]([N:17]3[CH2:21][CH2:20][CH2:19][C:18]3=[O:22])=[CH:13][CH:12]=2)[CH:3]=[C:4]2[CH2:10][CH2:9][NH:8][CH2:7][CH2:6][C:5]=12.[C:23]1(=O)[CH2:27][CH2:26][CH2:25][CH2:24]1.C(O[BH-](OC(=O)C)OC(=O)C)(=O)C.[Na+]. (4) Given the product [F:1][C:2]1[CH:3]=[C:4]([CH:21]=[CH:22][C:23]=1[F:24])[O:5][CH2:6][CH:7]([N:26]1[C:27](=[O:34])[C:28]2[C:33](=[CH:32][CH:31]=[CH:30][CH:29]=2)[C:25]1=[O:35])[CH2:8][NH:9][C:10](=[O:19])[O:11][CH2:12][C:13]1[CH:18]=[CH:17][CH:16]=[CH:15][CH:14]=1, predict the reactants needed to synthesize it. The reactants are: [F:1][C:2]1[CH:3]=[C:4]([CH:21]=[CH:22][C:23]=1[F:24])[O:5][CH2:6][CH:7](O)[CH2:8][NH:9][C:10](=[O:19])[O:11][CH2:12][C:13]1[CH:18]=[CH:17][CH:16]=[CH:15][CH:14]=1.[C:25]1(=[O:35])[C:33]2[C:28](=[CH:29][CH:30]=[CH:31][CH:32]=2)[C:27](=[O:34])[NH:26]1. (5) Given the product [Br-:9].[CH2:10]([N+:2]1([CH3:1])[CH2:7][CH2:6][C:5](=[O:8])[CH2:4][CH2:3]1)[C:11]1[CH:16]=[CH:15][CH:14]=[CH:13][CH:12]=1, predict the reactants needed to synthesize it. The reactants are: [CH3:1][N:2]1[CH2:7][CH2:6][C:5](=[O:8])[CH2:4][CH2:3]1.[Br:9][CH2:10][C:11]1[CH:16]=[CH:15][CH:14]=[CH:13][CH:12]=1. (6) Given the product [OH:1][C@H:2]1[CH2:3][CH2:4][C@H:5]([NH:8][C:9]2[N:10]=[C:11]([NH:18][C:19]3[CH:24]=[CH:23][CH:22]=[C:21]([S:25]([CH3:28])(=[O:26])=[O:27])[CH:20]=3)[C:12]([C:15]([NH2:17])=[O:16])=[N:13][C:14]=2[I:33])[CH2:6][CH2:7]1, predict the reactants needed to synthesize it. The reactants are: [OH:1][C@H:2]1[CH2:7][CH2:6][C@H:5]([NH:8][C:9]2[N:10]=[C:11]([NH:18][C:19]3[CH:24]=[CH:23][CH:22]=[C:21]([S:25]([CH3:28])(=[O:27])=[O:26])[CH:20]=3)[C:12]([C:15]([NH2:17])=[O:16])=[N:13][CH:14]=2)[CH2:4][CH2:3]1.C(Cl)(Cl)Cl.[I:33]N1C(=O)CCC1=O.